This data is from Catalyst prediction with 721,799 reactions and 888 catalyst types from USPTO. The task is: Predict which catalyst facilitates the given reaction. Reactant: Cl[CH2:2][CH2:3][CH2:4][CH2:5][N:6]1[C:10]2[CH:11]=[CH:12][CH:13]=[CH:14][C:9]=2[N:8]=[CH:7]1.[CH:15]1([N:21]2[CH2:26][CH2:25][NH:24][CH2:23][CH2:22]2)[CH2:20][CH2:19][CH2:18][CH2:17][CH2:16]1.C(N(C(C)C)CC)(C)C.[I-].[K+]. Product: [CH:15]1([N:21]2[CH2:26][CH2:25][N:24]([CH2:2][CH2:3][CH2:4][CH2:5][N:6]3[C:10]4[CH:11]=[CH:12][CH:13]=[CH:14][C:9]=4[N:8]=[CH:7]3)[CH2:23][CH2:22]2)[CH2:20][CH2:19][CH2:18][CH2:17][CH2:16]1. The catalyst class is: 10.